This data is from Peptide-MHC class II binding affinity with 134,281 pairs from IEDB. The task is: Regression. Given a peptide amino acid sequence and an MHC pseudo amino acid sequence, predict their binding affinity value. This is MHC class II binding data. (1) The peptide sequence is RVIRGKKGAGGITIK. The MHC is DRB1_1501 with pseudo-sequence DRB1_1501. The binding affinity (normalized) is 0.397. (2) The peptide sequence is KQQVIAELYEKFFRI. The MHC is DRB1_1302 with pseudo-sequence DRB1_1302. The binding affinity (normalized) is 0.450.